This data is from TCR-epitope binding with 47,182 pairs between 192 epitopes and 23,139 TCRs. The task is: Binary Classification. Given a T-cell receptor sequence (or CDR3 region) and an epitope sequence, predict whether binding occurs between them. (1) The epitope is RAKFKQLL. The TCR CDR3 sequence is CASSLVGTKRETQYF. Result: 1 (the TCR binds to the epitope). (2) The epitope is TSDLATNNLVVMAY. The TCR CDR3 sequence is CASLREGYNEQFF. Result: 0 (the TCR does not bind to the epitope). (3) The epitope is LLLGIGILV. The TCR CDR3 sequence is CASSQGRGGKNIQYF. Result: 0 (the TCR does not bind to the epitope). (4) The epitope is YLDAYNMMI. The TCR CDR3 sequence is CSVVLGTGPAYEQYF. Result: 0 (the TCR does not bind to the epitope). (5) The epitope is NLWNTFTRL. The TCR CDR3 sequence is CASTPSRGHPNTGELFF. Result: 0 (the TCR does not bind to the epitope). (6) The epitope is GTSGSPIINR. The TCR CDR3 sequence is CASSTGVSYEQYF. Result: 1 (the TCR binds to the epitope). (7) The epitope is FTYASALWEI. The TCR CDR3 sequence is CASSLEVNEQFF. Result: 0 (the TCR does not bind to the epitope). (8) The epitope is SEVGPEHSLAEY. The TCR CDR3 sequence is CASSQELGGLTYEQYF. Result: 1 (the TCR binds to the epitope).